This data is from NCI-60 drug combinations with 297,098 pairs across 59 cell lines. The task is: Regression. Given two drug SMILES strings and cell line genomic features, predict the synergy score measuring deviation from expected non-interaction effect. Drug 1: CCC1=CC2CC(C3=C(CN(C2)C1)C4=CC=CC=C4N3)(C5=C(C=C6C(=C5)C78CCN9C7C(C=CC9)(C(C(C8N6C)(C(=O)OC)O)OC(=O)C)CC)OC)C(=O)OC.C(C(C(=O)O)O)(C(=O)O)O. Drug 2: CC(CN1CC(=O)NC(=O)C1)N2CC(=O)NC(=O)C2. Cell line: 786-0. Synergy scores: CSS=16.4, Synergy_ZIP=-1.05, Synergy_Bliss=2.60, Synergy_Loewe=-7.95, Synergy_HSA=4.88.